This data is from Full USPTO retrosynthesis dataset with 1.9M reactions from patents (1976-2016). The task is: Predict the reactants needed to synthesize the given product. (1) Given the product [CH3:1][O:2][C:3](=[O:13])[C:4]1[CH:9]=[CH:8][C:7]([CH2:10][NH2:11])=[CH:6][C:5]=1[F:12], predict the reactants needed to synthesize it. The reactants are: [CH3:1][O:2][C:3](=[O:13])[C:4]1[CH:9]=[CH:8][C:7]([C:10]#[N:11])=[CH:6][C:5]=1[F:12]. (2) The reactants are: Br[C:2]1[C:3]2[C:4]3[CH:17]=[CH:16][S:15][C:5]=3[C:6](=[O:14])[NH:7][C:8]=2[CH:9]=[CH:10][C:11]=1[O:12][CH3:13].CC1(C)C(C)(C)OB([C:26]2[CH:31]=[CH:30][C:29]([C:32]3([CH2:36][NH:37][C:38](=[O:44])[O:39][C:40]([CH3:43])([CH3:42])[CH3:41])[CH2:35][CH2:34][CH2:33]3)=[CH:28][CH:27]=2)O1. Given the product [C:40]([O:39][C:38](=[O:44])[NH:37][CH2:36][C:32]1([C:29]2[CH:28]=[CH:27][C:26]([C:2]3[C:3]4[C:4]5[CH:17]=[CH:16][S:15][C:5]=5[C:6](=[O:14])[NH:7][C:8]=4[CH:9]=[CH:10][C:11]=3[O:12][CH3:13])=[CH:31][CH:30]=2)[CH2:35][CH2:34][CH2:33]1)([CH3:43])([CH3:41])[CH3:42], predict the reactants needed to synthesize it. (3) Given the product [C:1]([O:5][C:6](=[O:17])[C:7]1[CH:8]=[CH:9][C:10]([CH2:13][NH:14][O:15][CH3:16])=[CH:11][CH:12]=1)([CH3:4])([CH3:3])[CH3:2], predict the reactants needed to synthesize it. The reactants are: [C:1]([O:5][C:6](=[O:17])[C:7]1[CH:12]=[CH:11][C:10]([CH:13]=[N:14][O:15][CH3:16])=[CH:9][CH:8]=1)([CH3:4])([CH3:3])[CH3:2].C([BH3-])#N.[Na+]. (4) Given the product [N:15]1[CH:14]=[N:13][N:11]2[CH:12]=[C:7]([C:6]3[N:5]([C:16]4[CH:17]=[C:18]([CH3:22])[CH:19]=[CH:20][CH:21]=4)[C:4](=[O:23])[N:3]([CH2:36][C:37]4[CH:46]=[CH:45][C:40]([C:41]([O:43][CH3:44])=[O:42])=[CH:39][CH:38]=4)[C:2]=3[CH3:1])[CH:8]=[CH:9][C:10]=12, predict the reactants needed to synthesize it. The reactants are: [CH3:1][C:2]1[NH:3][C:4](=[O:23])[N:5]([C:16]2[CH:17]=[C:18]([CH3:22])[CH:19]=[CH:20][CH:21]=2)[C:6]=1[C:7]1[CH:8]=[CH:9][C:10]2[N:11]([N:13]=[CH:14][N:15]=2)[CH:12]=1.CN(C)C=O.CC(C)([O-])C.[K+].Cl[CH2:36][C:37]1[CH:46]=[CH:45][C:40]([C:41]([O:43][CH3:44])=[O:42])=[CH:39][CH:38]=1. (5) Given the product [Cl:1][C:2]1[N:3]=[C:4]([S:13][CH3:12])[C:5]2[CH:10]=[CH:9][NH:8][C:6]=2[N:7]=1, predict the reactants needed to synthesize it. The reactants are: [Cl:1][C:2]1[N:3]=[C:4](Cl)[C:5]2[CH:10]=[CH:9][NH:8][C:6]=2[N:7]=1.[CH3:12][S-:13].[Na+].O.